From a dataset of Catalyst prediction with 721,799 reactions and 888 catalyst types from USPTO. Predict which catalyst facilitates the given reaction. (1) The catalyst class is: 8. Product: [CH2:1]([S:6][C:10]1[CH:15]=[CH:14][N+:13]([O-:16])=[CH:12][C:11]=1[CH3:17])[CH2:2][CH2:3][CH2:4][CH3:5]. Reactant: [CH2:1]([SH:6])[CH2:2][CH2:3][CH2:4][CH3:5].[OH-].[Na+].Cl[C:10]1[CH:15]=[CH:14][N+:13]([O-:16])=[CH:12][C:11]=1[CH3:17]. (2) The catalyst class is: 4. Reactant: Cl[C:2](=[O:8])[C:3]([O:5][CH2:6][CH3:7])=[O:4].[CH2:9]([N:16]1[CH2:21][CH2:20][NH:19][C@H:18]([CH2:22][C:23]2[CH:28]=[CH:27][CH:26]=[CH:25][CH:24]=2)[CH2:17]1)[C:10]1[CH:15]=[CH:14][CH:13]=[CH:12][CH:11]=1.C(N(CC)CC)C.O. Product: [CH2:22]([C@@H:18]1[CH2:17][N:16]([CH2:9][C:10]2[CH:15]=[CH:14][CH:13]=[CH:12][CH:11]=2)[CH2:21][CH2:20][N:19]1[C:2](=[O:8])[C:3]([O:5][CH2:6][CH3:7])=[O:4])[C:23]1[CH:24]=[CH:25][CH:26]=[CH:27][CH:28]=1. (3) Reactant: [Cl:1][C:2]1[C:10]([C:11]([O:13]C)=[O:12])=[C:9]2[N:5]([CH2:6][CH2:7][CH2:8]2)[C:4](=[O:15])[CH:3]=1.C1COCC1.[OH-].[Na+].Cl. Product: [Cl:1][C:2]1[C:10]([C:11]([OH:13])=[O:12])=[C:9]2[N:5]([CH2:6][CH2:7][CH2:8]2)[C:4](=[O:15])[CH:3]=1. The catalyst class is: 5. (4) Reactant: [F:1][C:2]([F:56])([F:55])[C:3]1[CH:4]=[C:5]([CH:52]=[CH:53][CH:54]=1)[CH2:6][NH:7][C:8]([C:10]1[CH:15]=[CH:14][N:13]=[C:12]([C:16]2[CH:21]=[C:20]([N:22]3[CH2:27][CH2:26][CH2:25][CH2:24][CH2:23]3)[CH:19]=[CH:18][C:17]=2[NH:28][C:29]([C:31]2[CH:32]=[C:33]([CH:49]=[CH:50][CH:51]=2)[CH2:34][N:35]2[CH2:41][CH2:40][CH2:39][N:38](C(OC(C)(C)C)=O)[CH2:37][CH2:36]2)=[O:30])[CH:11]=1)=[O:9].FC(F)(F)C(O)=O. Product: [N:35]1([CH2:34][C:33]2[CH:32]=[C:31]([CH:51]=[CH:50][CH:49]=2)[C:29]([NH:28][C:17]2[CH:18]=[CH:19][C:20]([N:22]3[CH2:23][CH2:24][CH2:25][CH2:26][CH2:27]3)=[CH:21][C:16]=2[C:12]2[CH:11]=[C:10]([CH:15]=[CH:14][N:13]=2)[C:8]([NH:7][CH2:6][C:5]2[CH:52]=[CH:53][CH:54]=[C:3]([C:2]([F:55])([F:56])[F:1])[CH:4]=2)=[O:9])=[O:30])[CH2:41][CH2:40][CH2:39][NH:38][CH2:37][CH2:36]1. The catalyst class is: 4. (5) Reactant: [F:1][C:2]1[C:11]2[O:10][CH2:9][C:8](=[O:12])[NH:7][C:6]=2[CH:5]=[CH:4][CH:3]=1.[Cl:13][CH2:14][C:15](Cl)=[O:16].[Cl-].[Cl-].[Cl-].[Al+3]. Product: [Cl:13][CH2:14][C:15]([C:4]1[CH:3]=[C:2]([F:1])[C:11]2[O:10][CH2:9][C:8](=[O:12])[NH:7][C:6]=2[CH:5]=1)=[O:16]. The catalyst class is: 26. (6) Reactant: [CH2:1]([O:4][CH2:5][CH2:6]Cl)[CH2:2]Cl.C(=O)([O-])[O-].[K+].[K+].[I-].[K+].[O:16]=[C:17]([CH3:23])[CH2:18][C:19]([O:21][CH3:22])=[O:20]. Product: [C:17]([C:18]1([C:19]([O:21][CH3:22])=[O:20])[CH2:6][CH2:5][O:4][CH2:1][CH2:2]1)(=[O:16])[CH3:23]. The catalyst class is: 145. (7) Reactant: [CH:1]12[CH2:10][CH:5]3[CH2:6][CH:7]([CH2:9][CH:3]([CH2:4]3)[C:2]1=O)[CH2:8]2.C(O)C.C1(C)C=CC(S([CH2:24][N+:25]#[C-])(=O)=O)=CC=1.CC(C)([O-])C.[K+]. Product: [CH:1]12[CH2:10][CH:5]3[CH2:6][CH:7]([CH2:9][CH:3]([CH2:4]3)[CH:2]1[C:24]#[N:25])[CH2:8]2. The catalyst class is: 57. (8) Reactant: [Cl:1][C:2]1[CH:3]=[CH:4][C:5]([OH:27])=[C:6]([C:8]2[N:13]3[CH:14]=[N:15][CH:16]=[C:12]3[C:11](=[O:17])[N:10]([CH2:18][C:19]3[CH:24]=[CH:23][C:22]([O:25][CH3:26])=[CH:21][CH:20]=3)[CH:9]=2)[CH:7]=1.[CH3:28][O:29][C:30]1[CH:54]=[C:53]([O:55][CH3:56])[CH:52]=[CH:51][C:31]=1[CH2:32][N:33]([C:46]1[S:50][N:49]=[CH:48][N:47]=1)[S:34]([C:37]1[CH:42]=[C:41]([F:43])[C:40](F)=[CH:39][C:38]=1[F:45])(=[O:36])=[O:35].C(=O)([O-])[O-].[K+].[K+]. Product: [Cl:1][C:2]1[CH:3]=[CH:4][C:5]([O:27][C:40]2[C:41]([F:43])=[CH:42][C:37]([S:34]([N:33]([CH2:32][C:31]3[CH:51]=[CH:52][C:53]([O:55][CH3:56])=[CH:54][C:30]=3[O:29][CH3:28])[C:46]3[S:50][N:49]=[CH:48][N:47]=3)(=[O:35])=[O:36])=[C:38]([F:45])[CH:39]=2)=[C:6]([C:8]2[N:13]3[CH:14]=[N:15][CH:16]=[C:12]3[C:11](=[O:17])[N:10]([CH2:18][C:19]3[CH:24]=[CH:23][C:22]([O:25][CH3:26])=[CH:21][CH:20]=3)[CH:9]=2)[CH:7]=1. The catalyst class is: 148.